Dataset: Full USPTO retrosynthesis dataset with 1.9M reactions from patents (1976-2016). Task: Predict the reactants needed to synthesize the given product. (1) Given the product [Cl:13][C:14]1[N:19]=[C:18]([N:20]([C:36]([O:38][C:39]([CH3:42])([CH3:41])[CH3:40])=[O:37])[N:21]([C:22]([O:24][C:25]([CH3:26])([CH3:27])[CH3:28])=[O:23])[C:29]([O:31][C:32]([CH3:33])([CH3:34])[CH3:35])=[O:30])[C:17]([F:43])=[C:16]([N:10]2[CH2:11][CH2:12][N:7]3[C@@H:8]([CH2:3][O:4][CH2:5][CH2:6]3)[CH2:9]2)[N:15]=1, predict the reactants needed to synthesize it. The reactants are: Cl.Cl.[CH2:3]1[C@H:8]2[CH2:9][NH:10][CH2:11][CH2:12][N:7]2[CH2:6][CH2:5][O:4]1.[Cl:13][C:14]1[N:19]=[C:18]([N:20]([C:36]([O:38][C:39]([CH3:42])([CH3:41])[CH3:40])=[O:37])[N:21]([C:29]([O:31][C:32]([CH3:35])([CH3:34])[CH3:33])=[O:30])[C:22]([O:24][C:25]([CH3:28])([CH3:27])[CH3:26])=[O:23])[C:17]([F:43])=[C:16](Cl)[N:15]=1.C(N(CC)C(C)C)(C)C. (2) Given the product [Cl:3][C:4]1[CH:5]=[C:6]([Cl:14])[C:7]2[O:11][C:10]([CH3:12])=[C:9]([I:1])[C:8]=2[CH:13]=1, predict the reactants needed to synthesize it. The reactants are: [I:1]I.[Cl:3][C:4]1[CH:5]=[C:6]([Cl:14])[C:7]2[O:11][C:10]([CH3:12])=[CH:9][C:8]=2[CH:13]=1.[N+]([O-])([O-])=O.[Na+]. (3) Given the product [CH3:25][O:24][C:16]1[C:17]([O:22][CH3:23])=[C:18]2[C:13]([CH2:12][O:21][C:19]2=[O:20])=[CH:14][CH:15]=1, predict the reactants needed to synthesize it. The reactants are: CN1[C@@H]([C@H:12]2[O:21][C:19](=[O:20])[C:18]3[C:17]([O:22][CH3:23])=[C:16]([O:24][CH3:25])[CH:15]=[CH:14][C:13]2=3)C2C(OC)=C3OCOC3=CC=2CC1.S(Cl)(Cl)(=O)=O.CO.O.